Dataset: Reaction yield outcomes from USPTO patents with 853,638 reactions. Task: Predict the reaction yield, written as a fraction of the theoretical maximum amount of product (1.0 means a 100% yield; for example, 0.34 means a 34% yield). (1) The reactants are [Cl:1][C:2]1[C:11]2[N:12]=[CH:13][N:14]([CH2:15][CH:16]([CH3:18])[CH3:17])[C:10]=2[C:9]2[CH:8]=[CH:7][CH:6]=[CH:5][C:4]=2[N:3]=1.CC1C([C:26](O)=[O:27])=CC=CC=1.C[O-].[Na+].C(OCC)(=O)C.C(O)(=O)C. The catalyst is CO. The product is [Cl:1][C:2]1[C:11]2[N:12]=[C:13]([CH2:26][OH:27])[N:14]([CH2:15][CH:16]([CH3:18])[CH3:17])[C:10]=2[C:9]2[CH:8]=[CH:7][CH:6]=[CH:5][C:4]=2[N:3]=1. The yield is 0.714. (2) The reactants are [Cl:1][C:2]1[CH:7]=[CH:6][C:5]([C:8]2[C:14]3[CH:15]=[C:16]([O:19][CH3:20])[CH:17]=[CH:18][C:13]=3[N:12]3[C:21]([CH3:24])=[N:22][N:23]=[C:11]3[C@H:10]([CH2:25][C:26]([OH:28])=O)[N:9]=2)=[CH:4][CH:3]=1.CCN=C=NCCCN(C)C.C1C=CC2N(O)N=NC=2C=1.[NH2:50][CH2:51][CH2:52][O:53][C:54]1[CH:55]=[C:56]([Si:60]([CH3:63])([CH3:62])[OH:61])[CH:57]=[CH:58][CH:59]=1. The catalyst is C(Cl)Cl.CN(C1C=CN=CC=1)C. The product is [Cl:1][C:2]1[CH:7]=[CH:6][C:5]([C:8]2[C:14]3[CH:15]=[C:16]([O:19][CH3:20])[CH:17]=[CH:18][C:13]=3[N:12]3[C:21]([CH3:24])=[N:22][N:23]=[C:11]3[C@H:10]([CH2:25][C:26]([NH:50][CH2:51][CH2:52][O:53][C:54]3[CH:59]=[CH:58][CH:57]=[C:56]([Si:60]([OH:61])([CH3:63])[CH3:62])[CH:55]=3)=[O:28])[N:9]=2)=[CH:4][CH:3]=1. The yield is 0.0540. (3) The reactants are [CH:1]1([CH:7]([NH:19][C:20]2[N:25]=[CH:24][C:23]([C:26]([NH:28][CH2:29][CH2:30][C:31]([O:33]CC)=[O:32])=[O:27])=[CH:22][CH:21]=2)[C:8]2[O:9][C:10]3[CH:17]=[CH:16][C:15]([F:18])=[CH:14][C:11]=3[C:12]=2[CH3:13])[CH2:6][CH2:5][CH2:4][CH2:3][CH2:2]1.O1CCCC1.[OH-].[Na+]. The catalyst is C(O)C. The product is [CH:1]1([CH:7]([NH:19][C:20]2[N:25]=[CH:24][C:23]([C:26]([NH:28][CH2:29][CH2:30][C:31]([OH:33])=[O:32])=[O:27])=[CH:22][CH:21]=2)[C:8]2[O:9][C:10]3[CH:17]=[CH:16][C:15]([F:18])=[CH:14][C:11]=3[C:12]=2[CH3:13])[CH2:6][CH2:5][CH2:4][CH2:3][CH2:2]1. The yield is 0.830. (4) The reactants are [C:1]([CH:3]1[CH2:8][CH2:7][N:6]([CH2:9][C:10]2([C:16]([O:18][C:19]([CH3:22])([CH3:21])[CH3:20])=[O:17])[CH2:15][CH2:14][O:13][CH2:12][CH2:11]2)[CH2:5][CH2:4]1)#[N:2]. The catalyst is CO.[Ni]. The product is [C:19]([O:18][C:16]([C:10]1([CH2:9][N:6]2[CH2:7][CH2:8][CH:3]([CH2:1][NH2:2])[CH2:4][CH2:5]2)[CH2:15][CH2:14][O:13][CH2:12][CH2:11]1)=[O:17])([CH3:22])([CH3:21])[CH3:20]. The yield is 0.980. (5) The catalyst is CC(=O)CC. The product is [CH3:35][C:1]1[CH:6]=[CH:5][CH:4]=[C:3]([CH3:36])[C:2]=1[N:7]1[C:45]([CH3:46])=[CH:44][S:9]/[C:8]/1=[N:10]/[N:11]=[CH:12]\[C:13]1[CH:14]=[CH:15][C:16]([C:19]2[N:23]=[CH:22][N:21]([C:24]3[CH:29]=[CH:28][C:27]([O:30][C:31]([F:32])([F:33])[F:34])=[CH:26][CH:25]=3)[N:20]=2)=[CH:17][CH:18]=1. The reactants are [C:1]1([CH3:35])[CH:6]=[CH:5][CH:4]=[CH:3][C:2]=1[NH:7][C:8]([NH:10]/[N:11]=[CH:12]/[C:13]1[CH:18]=[CH:17][C:16]([C:19]2[N:23]=[CH:22][N:21]([C:24]3[CH:29]=[CH:28][C:27]([O:30][C:31]([F:34])([F:33])[F:32])=[CH:26][CH:25]=3)[N:20]=2)=[CH:15][CH:14]=1)=[S:9].[CH2:36](N(CC)CC)C.Cl[CH2:44][C:45](=O)[CH3:46].O. The yield is 0.830. (6) The reactants are [C:1]([O:5][C:6]([N:8]1[CH2:13][CH2:12][C:11](=O)[CH2:10][CH2:9]1)=[O:7])([CH3:4])([CH3:3])[CH3:2].C([C:17](CC)([C:21]([O-:23])=[O:22])[C:18]([O-:20])=[O:19])C.N1C=CC=[CH:28][CH:27]=1.[CH2:32]1COC[CH2:33]1. The catalyst is C(Cl)(Cl)(Cl)Cl.Cl[Ti](Cl)(Cl)Cl. The product is [CH2:27]([O:23][C:21](=[O:22])[C:17](=[C:11]1[CH2:12][CH2:13][N:8]([C:6]([O:5][C:1]([CH3:4])([CH3:3])[CH3:2])=[O:7])[CH2:9][CH2:10]1)[C:18]([O:20][CH2:32][CH3:33])=[O:19])[CH3:28]. The yield is 1.00. (7) The reactants are Cl[C:2]1[N:7]=[CH:6][N:5]=[C:4]([NH:8][C:9]2[CH:10]=[C:11]([CH2:15][S:16]([NH2:19])(=[O:18])=[O:17])[CH:12]=[CH:13][CH:14]=2)[N:3]=1.[CH3:20][O:21][C:22]1[CH:27]=[CH:26][CH:25]=[CH:24][C:23]=1B(O)O.[O-]P([O-])([O-])=O.[K+].[K+].[K+]. The catalyst is O1CCOCC1.O.C1C=CC(P(C2C=CC=CC=2)[C-]2C=CC=C2)=CC=1.C1C=CC(P(C2C=CC=CC=2)[C-]2C=CC=C2)=CC=1.Cl[Pd]Cl.[Fe+2]. The product is [CH3:20][O:21][C:22]1[CH:27]=[CH:26][CH:25]=[CH:24][C:23]=1[C:2]1[N:7]=[CH:6][N:5]=[C:4]([NH:8][C:9]2[CH:10]=[C:11]([CH2:15][S:16]([NH2:19])(=[O:18])=[O:17])[CH:12]=[CH:13][CH:14]=2)[N:3]=1. The yield is 0.0200. (8) The reactants are [C:1]([CH:3]=[CH:4][NH:5][CH:6]([C:12]([O:14][CH2:15][CH3:16])=[O:13])C(OCC)=O)#[N:2].C(O)(=O)C. The catalyst is C(O)C.C([O-])C.[Na+]. The product is [NH2:2][C:1]1[CH:3]=[CH:4][NH:5][C:6]=1[C:12]([O:14][CH2:15][CH3:16])=[O:13]. The yield is 0.490.